From a dataset of NCI-60 drug combinations with 297,098 pairs across 59 cell lines. Regression. Given two drug SMILES strings and cell line genomic features, predict the synergy score measuring deviation from expected non-interaction effect. (1) Synergy scores: CSS=26.0, Synergy_ZIP=-4.14, Synergy_Bliss=4.73, Synergy_Loewe=3.61, Synergy_HSA=3.74. Drug 1: C1=CC(=CC=C1CC(C(=O)O)N)N(CCCl)CCCl.Cl. Cell line: SK-OV-3. Drug 2: C1CN(CCN1C(=O)CCBr)C(=O)CCBr. (2) Drug 2: CC1=C(C(=CC=C1)Cl)NC(=O)C2=CN=C(S2)NC3=CC(=NC(=N3)C)N4CCN(CC4)CCO. Cell line: A549. Drug 1: C1=CC(=CC=C1CCC2=CNC3=C2C(=O)NC(=N3)N)C(=O)NC(CCC(=O)O)C(=O)O. Synergy scores: CSS=43.2, Synergy_ZIP=-11.4, Synergy_Bliss=-3.69, Synergy_Loewe=-0.587, Synergy_HSA=2.04. (3) Drug 1: CC1OCC2C(O1)C(C(C(O2)OC3C4COC(=O)C4C(C5=CC6=C(C=C35)OCO6)C7=CC(=C(C(=C7)OC)O)OC)O)O. Drug 2: C1=CC(=CC=C1CC(C(=O)O)N)N(CCCl)CCCl.Cl. Cell line: PC-3. Synergy scores: CSS=21.4, Synergy_ZIP=-7.13, Synergy_Bliss=-3.36, Synergy_Loewe=-8.26, Synergy_HSA=-2.11. (4) Drug 1: CCC1=CC2CC(C3=C(CN(C2)C1)C4=CC=CC=C4N3)(C5=C(C=C6C(=C5)C78CCN9C7C(C=CC9)(C(C(C8N6C)(C(=O)OC)O)OC(=O)C)CC)OC)C(=O)OC.C(C(C(=O)O)O)(C(=O)O)O. Drug 2: CCC(=C(C1=CC=CC=C1)C2=CC=C(C=C2)OCCN(C)C)C3=CC=CC=C3.C(C(=O)O)C(CC(=O)O)(C(=O)O)O. Cell line: TK-10. Synergy scores: CSS=19.6, Synergy_ZIP=-7.62, Synergy_Bliss=0.706, Synergy_Loewe=-15.0, Synergy_HSA=1.53. (5) Drug 1: CNC(=O)C1=CC=CC=C1SC2=CC3=C(C=C2)C(=NN3)C=CC4=CC=CC=N4. Drug 2: CC12CCC3C(C1CCC2OP(=O)(O)O)CCC4=C3C=CC(=C4)OC(=O)N(CCCl)CCCl.[Na+]. Cell line: MCF7. Synergy scores: CSS=0.322, Synergy_ZIP=1.62, Synergy_Bliss=4.19, Synergy_Loewe=-9.64, Synergy_HSA=-3.58. (6) Drug 1: C#CCC(CC1=CN=C2C(=N1)C(=NC(=N2)N)N)C3=CC=C(C=C3)C(=O)NC(CCC(=O)O)C(=O)O. Drug 2: CC1C(C(CC(O1)OC2CC(CC3=C2C(=C4C(=C3O)C(=O)C5=CC=CC=C5C4=O)O)(C(=O)C)O)N)O. Cell line: SW-620. Synergy scores: CSS=43.0, Synergy_ZIP=-11.5, Synergy_Bliss=-12.4, Synergy_Loewe=-4.21, Synergy_HSA=-2.60.